This data is from Catalyst prediction with 721,799 reactions and 888 catalyst types from USPTO. The task is: Predict which catalyst facilitates the given reaction. (1) Reactant: [CH3:1][O:2][C:3]1[C:4](=[O:31])[C:5]([CH3:30])=[C:6]([CH2:12][C:13]2[CH:14]=[CH:15][C:16]([C:22]3[CH:27]=[CH:26][CH:25]=[C:24]([O:28][CH3:29])[CH:23]=3)=[C:17]([CH:21]=2)[C:18](O)=[O:19])[C:7](=[O:11])[C:8]=1[O:9][CH3:10].[CH3:32][O:33][C:34]1[CH:39]=[CH:38][C:37]([NH2:40])=[CH:36][CH:35]=1.C(N(CC)CC)C.[Cl-].ClC1N(C)CC[NH+]1C. Product: [CH3:1][O:2][C:3]1[C:4](=[O:31])[C:5]([CH3:30])=[C:6]([CH2:12][C:13]2[CH:14]=[CH:15][C:16]([C:22]3[CH:27]=[CH:26][CH:25]=[C:24]([O:28][CH3:29])[CH:23]=3)=[C:17]([CH:21]=2)[C:18]([NH:40][C:37]2[CH:38]=[CH:39][C:34]([O:33][CH3:32])=[CH:35][CH:36]=2)=[O:19])[C:7](=[O:11])[C:8]=1[O:9][CH3:10]. The catalyst class is: 34. (2) Reactant: C1([C@H](N)[C@H](C2C=CC=CC=2)N)C=CC=CC=1.CC(C)([O-])C.[K+].[CH3:23][C:24]1[CH:29]=[CH:28][CH:27]=[CH:26][C:25]=1[C:30]([CH:32]1[CH2:34][CH2:33]1)=[O:31]. Product: [CH:32]1([C@H:30]([C:25]2[CH:26]=[CH:27][CH:28]=[CH:29][C:24]=2[CH3:23])[OH:31])[CH2:33][CH2:34]1. The catalyst class is: 32. (3) Reactant: [Br-:1].[Br-].C1(P(C2C=CC=CC=2)C2C=CC=CC=2)C=CC=CC=1.[F:22][C:23]1[CH:28]=[CH:27][C:26]([C:29]2[CH:34]=[CH:33][CH:32]=[CH:31][CH:30]=2)=[C:25]([CH2:35]O)[CH:24]=1. Product: [Br:1][CH2:35][C:25]1[CH:24]=[C:23]([F:22])[CH:28]=[CH:27][C:26]=1[C:29]1[CH:34]=[CH:33][CH:32]=[CH:31][CH:30]=1. The catalyst class is: 22. (4) Reactant: [CH2:1]([O:3][C:4]([C:6]1[O:10][N:9]=[C:8]([C:11]2[CH:16]=[CH:15][CH:14]=[CH:13][CH:12]=2)[C:7]=1[N+:17]([O-])=O)=[O:5])[CH3:2]. Product: [CH2:1]([O:3][C:4]([C:6]1[O:10][N:9]=[C:8]([C:11]2[CH:12]=[CH:13][CH:14]=[CH:15][CH:16]=2)[C:7]=1[NH2:17])=[O:5])[CH3:2]. The catalyst class is: 319. (5) Reactant: F[C:2]1[CH:10]=[CH:9][C:5]([C:6]([OH:8])=[O:7])=[CH:4][C:3]=1[N+:11]([O-:13])=[O:12].[CH:14]([NH2:17])([CH3:16])[CH3:15].C(=O)(O)[O-].[Na+].Cl. Product: [CH:14]([NH:17][C:2]1[CH:10]=[CH:9][C:5]([C:6]([OH:8])=[O:7])=[CH:4][C:3]=1[N+:11]([O-:13])=[O:12])([CH3:16])[CH3:15]. The catalyst class is: 6. (6) Reactant: [CH3:1][C:2](/[CH:4]=[N:5]/O)=O.O.[C:8]([OH:11])(=O)[CH3:9]. Product: [CH3:1][C:2]1[C:9]2[C:8](=[O:11])[NH:5][CH2:4][CH2:2][C:1]=2[NH:5][CH:4]=1. The catalyst class is: 401. (7) Reactant: [CH:1]1([N:4]([CH:11]2[CH2:16][CH2:15][NH:14][CH2:13][CH2:12]2)[C:5](=[O:10])[C:6]([F:9])([F:8])[F:7])[CH2:3][CH2:2]1.[N+](C1C=CC([O:26][C:27](=O)[O:28][C:29]2([CH3:32])[CH2:31][CH2:30]2)=CC=1)([O-])=O.C(N(CC)C(C)C)(C)C.O. Product: [CH3:32][C:29]1([O:28][C:27]([N:14]2[CH2:15][CH2:16][CH:11]([N:4]([CH:1]3[CH2:3][CH2:2]3)[C:5](=[O:10])[C:6]([F:8])([F:9])[F:7])[CH2:12][CH2:13]2)=[O:26])[CH2:31][CH2:30]1. The catalyst class is: 4.